Task: Predict the reactants needed to synthesize the given product.. Dataset: Full USPTO retrosynthesis dataset with 1.9M reactions from patents (1976-2016) (1) The reactants are: CON(C)[C:4](=[O:34])[CH2:5][O:6][CH2:7][C:8]1[CH:9]=[N:10][C:11]([N:14]2[CH:18]=[CH:17][C:16]([CH:19]([C:21]3[CH:33]=[CH:32][C:24]4[N:25]([CH2:29][O:30][CH3:31])[C:26](=[O:28])[S:27][C:23]=4[CH:22]=3)[CH3:20])=[N:15]2)=[CH:12][CH:13]=1.[CH3:36][Mg]Br. Given the product [CH2:5]([O:6][CH2:7][C:8]1[CH:13]=[CH:12][C:11]([N:14]2[CH:18]=[CH:17][C:16]([CH:19]([C:21]3[CH:33]=[CH:32][C:24]4[N:25]([CH2:29][O:30][CH3:31])[C:26](=[O:28])[S:27][C:23]=4[CH:22]=3)[CH3:20])=[N:15]2)=[N:10][CH:9]=1)[C:4]([CH3:36])=[O:34], predict the reactants needed to synthesize it. (2) Given the product [ClH:18].[CH3:68][N:37]([CH3:36])[C:38]1([C:61]2[CH:66]=[CH:65][CH:64]=[C:63]([F:67])[CH:62]=2)[CH2:43][CH2:42][CH:41]([NH:44][C:45]([C:47]2[C:48]([C:53]3[C:58]([Cl:59])=[CH:57][CH:56]=[CH:55][C:54]=3[Cl:60])=[N:49][O:50][C:51]=2[CH3:52])=[O:46])[CH2:40][CH2:39]1, predict the reactants needed to synthesize it. The reactants are: FC1C=C(C2(N(C)C)CCC(N)CC2)C=CC=1.[Cl:18]C1C=CC=C(Cl)C=1C1C(C(O)=O)=C(C)ON=1.Cl.[CH3:36][N:37]([CH3:68])[C:38]1([C:61]2[CH:66]=[CH:65][CH:64]=[C:63]([F:67])[CH:62]=2)[CH2:43][CH2:42][CH:41]([NH:44][C:45]([C:47]2[C:48]([C:53]3[C:58]([Cl:59])=[CH:57][CH:56]=[CH:55][C:54]=3[Cl:60])=[N:49][O:50][C:51]=2[CH3:52])=[O:46])[CH2:40][CH2:39]1.Cl[Si](C)(C)C.C(OC(C)C)(C)C. (3) Given the product [C:1]([O:5][C:6](=[O:18])[NH:7][C:8]1[CH:13]=[CH:12][C:11]([C:24]#[C:23][Si:20]([CH3:22])([CH3:21])[CH3:19])=[CH:10][C:9]=1[N+:15]([O-:17])=[O:16])([CH3:4])([CH3:3])[CH3:2], predict the reactants needed to synthesize it. The reactants are: [C:1]([O:5][C:6](=[O:18])[NH:7][C:8]1[CH:13]=[CH:12][C:11](I)=[CH:10][C:9]=1[N+:15]([O-:17])=[O:16])([CH3:4])([CH3:3])[CH3:2].[CH3:19][Si:20]([C:23]#[CH:24])([CH3:22])[CH3:21]. (4) Given the product [F:32][C:2]([F:1])([F:31])[O:3][C:4]1[CH:5]=[C:6]([CH:28]=[CH:29][CH:30]=1)[CH2:7][NH:8][C:9]([C:11]1[N:12]=[N:13][N:14]([CH2:16][CH2:17][CH2:18][CH2:19][N:20]2[CH:24]=[C:23]([C:25](=[O:27])[NH:44][CH2:43][C:39]3[CH:40]=[N:41][CH:42]=[C:37]([C:36]([F:46])([F:35])[F:45])[CH:38]=3)[N:22]=[N:21]2)[CH:15]=1)=[O:10], predict the reactants needed to synthesize it. The reactants are: [F:1][C:2]([F:32])([F:31])[O:3][C:4]1[CH:5]=[C:6]([CH:28]=[CH:29][CH:30]=1)[CH2:7][NH:8][C:9]([C:11]1[N:12]=[N:13][N:14]([CH2:16][CH2:17][CH2:18][CH2:19][N:20]2[CH:24]=[C:23]([C:25]([OH:27])=O)[N:22]=[N:21]2)[CH:15]=1)=[O:10].Cl.Cl.[F:35][C:36]([F:46])([F:45])[C:37]1[CH:38]=[C:39]([CH2:43][NH2:44])[CH:40]=[N:41][CH:42]=1.CN(C(ON1N=NC2C=CC=NC1=2)=[N+](C)C)C.F[P-](F)(F)(F)(F)F.CCN(C(C)C)C(C)C.